From a dataset of Full USPTO retrosynthesis dataset with 1.9M reactions from patents (1976-2016). Predict the reactants needed to synthesize the given product. (1) Given the product [F:1][C:2]1[C:3]([NH:18][C:19]2[CH:24]=[CH:23][C:22]([I:25])=[CH:21][C:20]=2[F:26])=[C:4]([CH:12]=[C:13]([CH2:31][N:30]([O:29][CH3:28])[CH3:32])[C:14]=1[F:15])[C:5]([NH:7][O:8][CH2:9][CH2:10][OH:11])=[O:6], predict the reactants needed to synthesize it. The reactants are: [F:1][C:2]1[C:3]([NH:18][C:19]2[CH:24]=[CH:23][C:22]([I:25])=[CH:21][C:20]=2[F:26])=[C:4]([CH:12]=[C:13](C=O)[C:14]=1[F:15])[C:5]([NH:7][O:8][CH2:9][CH2:10][OH:11])=[O:6].Cl.[CH3:28][O:29][NH:30][CH3:31].[C:32]([BH3-])#N.[Na+]. (2) The reactants are: [CH:1]1([N:7]2[CH2:11][CH2:10][CH:9]([C:12]([O:14][CH3:15])=[O:13])[C:8]2=[O:16])[CH2:6][CH2:5][CH2:4][CH2:3][CH2:2]1.[H-].[Na+].Cl[CH2:20][C:21]1[C:26]([Cl:27])=[CH:25][CH:24]=[CH:23][C:22]=1[Cl:28].[Cl-].[NH4+]. Given the product [CH:1]1([N:7]2[CH2:11][CH2:10][C:9]([CH2:20][C:21]3[C:26]([Cl:27])=[CH:25][CH:24]=[CH:23][C:22]=3[Cl:28])([C:12]([O:14][CH3:15])=[O:13])[C:8]2=[O:16])[CH2:2][CH2:3][CH2:4][CH2:5][CH2:6]1, predict the reactants needed to synthesize it. (3) Given the product [F:1][C:2]1[CH:3]=[CH:4][CH:5]=[C:6]2[C:11]=1[N:10]=[C:9]([N:12]1[CH2:13][CH2:14][N:15]([C:18]3[CH:19]=[CH:20][C:21]([F:24])=[CH:22][CH:23]=3)[CH2:16][CH2:17]1)[N:8]([C:25]1[CH:30]=[C:29]([C:31]([F:34])([F:32])[F:33])[CH:28]=[CH:27][C:26]=1[O:35][CH3:36])[CH:7]2[CH2:37][C:38]([OH:40])=[O:39], predict the reactants needed to synthesize it. The reactants are: [F:1][C:2]1[CH:3]=[CH:4][CH:5]=[C:6]2[C:11]=1[N:10]=[C:9]([N:12]1[CH2:17][CH2:16][N:15]([C:18]3[CH:23]=[CH:22][C:21]([F:24])=[CH:20][CH:19]=3)[CH2:14][CH2:13]1)[N:8]([C:25]1[CH:30]=[C:29]([C:31]([F:34])([F:33])[F:32])[CH:28]=[CH:27][C:26]=1[O:35][CH3:36])[CH:7]2[CH2:37][C:38]([O:40]C)=[O:39].[OH-].[Na+]. (4) Given the product [Cl:20][C:5]1[C:6]([NH:9][CH:10]2[CH:15]3[CH2:16][CH:12]([CH:13]=[CH:14]3)[CH:11]2[C:17]([NH2:19])=[O:18])=[C:7]2[N:8]=[C:28]([C:24]3[CH:25]=[CH:26][CH:27]=[C:22]([F:21])[CH:23]=3)[NH:1][C:2]2=[N:3][CH:4]=1, predict the reactants needed to synthesize it. The reactants are: [NH2:1][C:2]1[C:7]([NH2:8])=[C:6]([NH:9][C@@H:10]2[C@@H:15]3[CH2:16][C@@H:12]([CH:13]=[CH:14]3)[C@@H:11]2[C:17]([NH2:19])=[O:18])[C:5]([Cl:20])=[CH:4][N:3]=1.[F:21][C:22]1[CH:23]=[C:24]([CH:28]=O)[CH:25]=[CH:26][CH:27]=1.C([O-])(=O)C.[NH4+]. (5) Given the product [Cl:33][C:34]1[CH:39]=[CH:38][C:37]([CH3:40])=[CH:36][C:35]=1[NH:41][C:42]1[N:47]2[N:48]=[CH:49][C:50]([S:51]([NH:54][C:31](=[O:71])[NH:28][CH:3]3[CH2:4][C:2]3([F:1])[F:8])(=[O:53])=[O:52])=[C:46]2[N:45]=[CH:44][C:43]=1[C:55]([N:57]1[CH2:62][CH2:61][CH:60]([C:63]2[CH:64]=[CH:65][C:66]([F:69])=[CH:67][CH:68]=2)[CH2:59][CH2:58]1)=[O:56], predict the reactants needed to synthesize it. The reactants are: [F:1][C:2]1([F:8])[CH2:4][CH:3]1C(O)=O.C1(P(N=[N+]=[N-])(C2C=CC=CC=2)=O)C=CC=CC=1.C([N:28]([CH2:31]C)CC)C.[Cl:33][C:34]1[CH:39]=[CH:38][C:37]([CH3:40])=[CH:36][C:35]=1[NH:41][C:42]1[N:47]2[N:48]=[CH:49][C:50]([S:51]([NH2:54])(=[O:53])=[O:52])=[C:46]2[N:45]=[CH:44][C:43]=1[C:55]([N:57]1[CH2:62][CH2:61][CH:60]([C:63]2[CH:68]=[CH:67][C:66]([F:69])=[CH:65][CH:64]=2)[CH2:59][CH2:58]1)=[O:56].C(=O)([O-])[O-:71].[K+].[K+].C(O)(=O)CC(CC(O)=O)(C(O)=O)O. (6) Given the product [Br:1][C:2]1[C:3]([O:9][CH3:11])=[N:4][CH:5]=[C:6]([CH3:8])[CH:7]=1, predict the reactants needed to synthesize it. The reactants are: [Br:1][C:2]1[C:3]([OH:9])=[N:4][CH:5]=[C:6]([CH3:8])[CH:7]=1.I[CH3:11].